This data is from NCI-60 drug combinations with 297,098 pairs across 59 cell lines. The task is: Regression. Given two drug SMILES strings and cell line genomic features, predict the synergy score measuring deviation from expected non-interaction effect. (1) Drug 1: C1=CC(=CC=C1CCCC(=O)O)N(CCCl)CCCl. Drug 2: CN(C(=O)NC(C=O)C(C(C(CO)O)O)O)N=O. Cell line: A549. Synergy scores: CSS=16.8, Synergy_ZIP=-1.92, Synergy_Bliss=-6.20, Synergy_Loewe=-15.5, Synergy_HSA=-5.17. (2) Drug 1: C1CCC(CC1)NC(=O)N(CCCl)N=O. Cell line: SNB-75. Synergy scores: CSS=4.12, Synergy_ZIP=-9.39, Synergy_Bliss=-10.5, Synergy_Loewe=-20.7, Synergy_HSA=-9.26. Drug 2: CC1=C2C(C(=O)C3(C(CC4C(C3C(C(C2(C)C)(CC1OC(=O)C(C(C5=CC=CC=C5)NC(=O)C6=CC=CC=C6)O)O)OC(=O)C7=CC=CC=C7)(CO4)OC(=O)C)O)C)OC(=O)C. (3) Drug 1: CN(CCCl)CCCl.Cl. Drug 2: CC1CCCC2(C(O2)CC(NC(=O)CC(C(C(=O)C(C1O)C)(C)C)O)C(=CC3=CSC(=N3)C)C)C. Cell line: HL-60(TB). Synergy scores: CSS=79.6, Synergy_ZIP=-1.21, Synergy_Bliss=-1.10, Synergy_Loewe=-2.32, Synergy_HSA=0.879.